From a dataset of Experimentally validated miRNA-target interactions with 360,000+ pairs, plus equal number of negative samples. Binary Classification. Given a miRNA mature sequence and a target amino acid sequence, predict their likelihood of interaction. (1) The miRNA is hsa-miR-34a-5p with sequence UGGCAGUGUCUUAGCUGGUUGU. The protein sequence of the target gene is MPSSTSPDQGDDLENCILRFSDLDLKDMSLINPSSSLKAELDGSTKKKYSFAKKKAFALFVKTKEVPTKRSFECKEKLWKCCRQLFTDQTSIHRHVATQHADEIYHQTASILKQLAVTLSTSKSLSSADEKNPLKECLPHSHDVSAWLPDISCFNPDELISGQGSEEGEVLLYYCYHDLEDPQWICAWQTALCQHLHLTGKIRIAAEGINGTVGGSKLATRLYVEVMLSFPLFKDDLCKDDFKTSKGGAHCFPELRVGVFEEIVPMGISPKKISYKKPGIHLSPGEFHKEVEKFLSQANQ.... Result: 0 (no interaction). (2) The miRNA is mmu-miR-693-3p with sequence GCAGCUUUCAGAUGUGGCUGUAA. The protein sequence of the target gene is MSRLLPLLGSRTARSLRPGPAAAPRLPSWCCCGRGLLALGVPGGPRLLGTHPKKEPMEALNTAQGARDFIYSLHSTERSCLLKELHRFESIAIAQEKLEALPPTPGQLRYVFFHNAIPFVGFGFLDNAIMIVAGTQIELSIGIILGISTMAAAALGNLVSDLAGLGLAGYVEALASRLGLSIPDLTPKQVDMWQTRVSTHLGKAVGVTIGCILGMFPLIFFGGSEEDEKLETTN. Result: 1 (interaction). (3) The miRNA is hsa-miR-4736 with sequence AGGCAGGUUAUCUGGGCUG. The protein sequence of the target gene is MSYPADDYESEAAYDPYAYPSDYDMHTGDPKQDLAYERQYEQQTYQVIPEVIKNFIQYFHKTVSDLIDQKVYELQASRVSSDVIDQKVYEIQDIYENSWTKLTERFFKNTPWPEAEAIAPQVGNDAVFLILYKELYYRHIYAKVSGGPSLEQRFESYYNYCNLFNYILNADGPAPLELPNQWLWDIIDEFIYQFQSFSQYRCKTAKKSEEEIDFLRSNPKIWNVHSVLNVLHSLVDKSNINRQLEVYTSGGDPESVAGEYGRHSLYKMLGYFSLVGLLRLHSLLGDYYQAIKVLENIELN.... Result: 1 (interaction).